This data is from Reaction yield outcomes from USPTO patents with 853,638 reactions. The task is: Predict the reaction yield, written as a fraction of the theoretical maximum amount of product (1.0 means a 100% yield; for example, 0.34 means a 34% yield). The product is [CH2:1]([N:8]1[CH:14]([CH3:15])[CH2:13][CH2:12][O:11][CH2:10][CH2:9]1)[C:2]1[CH:3]=[CH:4][CH:5]=[CH:6][CH:7]=1. The yield is 1.00. The reactants are [CH2:1]([N:8]1[CH:14]([CH3:15])[CH2:13][CH2:12][O:11][CH2:10][C:9]1=O)[C:2]1[CH:7]=[CH:6][CH:5]=[CH:4][CH:3]=1. The catalyst is O1CCCC1.